Dataset: Reaction yield outcomes from USPTO patents with 853,638 reactions. Task: Predict the reaction yield, written as a fraction of the theoretical maximum amount of product (1.0 means a 100% yield; for example, 0.34 means a 34% yield). (1) The reactants are S(Cl)([Cl:3])=O.[CH2:5]([N:12]([CH2:16][C:17]1[N:18]=[CH:19][NH:20][C:21]=1[C:22]([O:24][CH3:25])=[O:23])[CH2:13][CH2:14]O)[C:6]1[CH:11]=[CH:10][CH:9]=[CH:8][CH:7]=1. The catalyst is C(Cl)Cl. The product is [CH2:5]([N:12]([CH2:16][C:17]1[N:18]=[CH:19][NH:20][C:21]=1[C:22]([O:24][CH3:25])=[O:23])[CH2:13][CH2:14][Cl:3])[C:6]1[CH:11]=[CH:10][CH:9]=[CH:8][CH:7]=1. The yield is 1.00. (2) The reactants are C([C@@]1(F)[C@H]2[C@H]([C@@H:13]3[C:19](=[O:20])[C@:18]([CH2:22][C:23]4[CH:28]=[CH:27][CH:26]=[CH:25][CH:24]=4)([F:21])[C@H:16]2[CH:15]=[CH:14]3)C=CC1=O)C1C=CC=CC=1.[C:31]1([N:37]2[C:41](=[O:42])[CH:40]=[CH:39][C:38]2=[O:43])[CH:36]=[CH:35][CH:34]=[CH:33][CH:32]=1. The catalyst is C1(C)C=C(C)C=C(C)C=1. The product is [CH2:22]([C@@:18]1([F:21])[C@@H:16]2[C@@H:39]3[C@H:40]([C@@H:13]([CH:14]=[CH:15]2)[C:19]1=[O:20])[C:41](=[O:42])[N:37]([C:31]1[CH:32]=[CH:33][CH:34]=[CH:35][CH:36]=1)[C:38]3=[O:43])[C:23]1[CH:28]=[CH:27][CH:26]=[CH:25][CH:24]=1. The yield is 0.750. (3) The reactants are [F:1][C:2]([F:31])([F:30])[C:3]1[CH:29]=[CH:28][CH:27]=[CH:26][C:4]=1[CH:5]([O:14][CH:15]1[CH2:18][N:17]([C:19]([NH:21][C:22]([CH3:25])([CH3:24])[CH3:23])=[O:20])[CH2:16]1)[C:6]1[CH:11]=[CH:10][C:9](Br)=[CH:8][C:7]=1[F:13].COCCOCC[O:39][CH3:40].C([O-])([O-])=O.[K+].[K+].[NH:47]1[CH2:52][CH2:51][CH2:50][CH2:49][CH2:48]1. The catalyst is CC1C(P(C2C([CH2-])=CC=CC=2)C2C(C)=CC=CC=2)=CC=CC=1.CC1C(P(C2C([CH2-])=CC=CC=2)C2C(C)=CC=CC=2)=CC=CC=1.CC(O)=O.CC(O)=O.[Pd].[Pd].C1(C)C=CC=CC=1. The product is [F:1][C:2]([F:31])([F:30])[C:3]1[CH:29]=[CH:28][CH:27]=[CH:26][C:4]=1[CH:5]([O:14][CH:15]1[CH2:18][N:17]([C:19]([NH:21][C:22]([CH3:25])([CH3:24])[CH3:23])=[O:20])[CH2:16]1)[C:6]1[CH:11]=[CH:10][C:9]([C:40](=[O:39])[N:47]2[CH2:52][CH2:51][CH2:50][CH2:49][CH2:48]2)=[CH:8][C:7]=1[F:13]. The yield is 0.120. (4) The reactants are [Cl:1][C:2]1[N:7]=[N:6][C:5]([NH2:8])=[CH:4][CH:3]=1.C(=O)(O)[O-].[Na+].[Br:14]Br. The catalyst is C(O)C. The product is [Br:14][C:4]1[CH:3]=[C:2]([Cl:1])[N:7]=[N:6][C:5]=1[NH2:8]. The yield is 0.713.